From a dataset of Catalyst prediction with 721,799 reactions and 888 catalyst types from USPTO. Predict which catalyst facilitates the given reaction. (1) Product: [I:1][C:2]1[CH:3]=[C:4]([S:8][CH2:19][CH:20]2[CH2:24][CH2:23][CH2:22][N:21]2[C:25]([O:27][C:28]([CH3:29])([CH3:31])[CH3:30])=[O:26])[CH:5]=[CH:6][CH:7]=1. The catalyst class is: 436. Reactant: [I:1][C:2]1[CH:3]=[C:4]([SH:8])[CH:5]=[CH:6][CH:7]=1.C1(C)C=CC(S(O[CH2:19][CH:20]2[CH2:24][CH2:23][CH2:22][N:21]2[C:25]([O:27][C:28]([CH3:31])([CH3:30])[CH3:29])=[O:26])(=O)=O)=CC=1.[OH-].[K+]. (2) Reactant: [Br:1][C:2]1[CH:7]=[CH:6][C:5]([CH2:8][NH:9][C:10]([N:12]2[CH2:16][CH2:15][CH2:14][CH2:13]2)=[O:11])=[CH:4][CH:3]=1.[H-].[Na+].I[CH3:20]. Product: [Br:1][C:2]1[CH:7]=[CH:6][C:5]([CH2:8][N:9]([CH3:20])[C:10]([N:12]2[CH2:16][CH2:15][CH2:14][CH2:13]2)=[O:11])=[CH:4][CH:3]=1. The catalyst class is: 9. (3) Reactant: [CH3:1]C(C)([O-])C.[K+].[NH2:7][C:8]1[CH2:13][CH2:12][CH:11](I)[C:10](=[O:15])[C:9]=1[CH3:16].S(OC)(OC)(=O)=O. Product: [CH3:1][O:15][C:10]1[C:9]([CH3:16])=[C:8]([CH:13]=[CH:12][CH:11]=1)[NH2:7]. The catalyst class is: 1. (4) Reactant: C[Si]([N-][Si](C)(C)C)(C)C.[Li+].[F:11][C:12]1[CH:17]=[CH:16][C:15]([C:18](=[O:20])[CH3:19])=[C:14]([OH:21])[CH:13]=1.[C:22](=O)([O:25]C)[O:23][CH3:24].Cl. Product: [F:11][C:12]1[CH:17]=[CH:16][C:15]([C:18](=[O:20])[CH2:19][C:22]([O:23][CH3:24])=[O:25])=[C:14]([OH:21])[CH:13]=1. The catalyst class is: 7. (5) Reactant: [F:1][C:2]1[CH:8]=[C:7]([I:9])[CH:6]=[CH:5][C:3]=1[NH2:4].[CH3:10][O:11][C:12]([C:14]1[CH:15]=[CH:16][C:17]2[N:18]([CH:21]=[N:22][CH:23]=2)[C:19]=1Cl)=[O:13].C[Si]([N-][Si](C)(C)C)(C)C.[Li+]. Product: [CH3:10][O:11][C:12]([C:14]1[CH:15]=[CH:16][C:17]2[N:18]([CH:21]=[N:22][CH:23]=2)[C:19]=1[NH:4][C:3]1[CH:5]=[CH:6][C:7]([I:9])=[CH:8][C:2]=1[F:1])=[O:13]. The catalyst class is: 1. (6) Reactant: Cl.Cl.[Cl:3][C:4]1[NH:5][C:6]([NH:13][CH2:14][C:15]2[CH:19]=[CH:18][S:17][CH:16]=2)=[C:7]([F:12])[C:8](=[N:10][NH2:11])[N:9]=1.C(NC(C)C)(C)C.[CH:27]1([CH2:32][C@H:33]([CH2:37][N:38]([CH:46]=[O:47])[O:39][CH:40]2[CH2:45][CH2:44][CH2:43][CH2:42][O:41]2)[C:34](O)=[O:35])[CH2:31][CH2:30][CH2:29][CH2:28]1.CN1CCOCC1.C1C=NC2N(O)N=NC=2C=1.C(Cl)CCl. Product: [Cl:3][C:4]1[N:9]=[C:8]([NH:10][NH:11][C:34](=[O:35])[C@H:33]([CH2:32][CH:27]2[CH2:28][CH2:29][CH2:30][CH2:31]2)[CH2:37][N:38]([O:39][CH:40]2[CH2:45][CH2:44][CH2:43][CH2:42][O:41]2)[CH:46]=[O:47])[C:7]([F:12])=[C:6]([NH:13][CH2:14][C:15]2[CH:19]=[CH:18][S:17][CH:16]=2)[N:5]=1. The catalyst class is: 3.